This data is from Forward reaction prediction with 1.9M reactions from USPTO patents (1976-2016). The task is: Predict the product of the given reaction. (1) Given the reactants [N+:1]([C:4]1[CH:9]=[CH:8][C:7]([O:10][P:11]([CH3:19])([C:13]2[CH:18]=[CH:17][CH:16]=[CH:15][CH:14]=2)=[O:12])=[CH:6][CH:5]=1)([O-])=O.[NH:20]1[C:28]2[C:23](=[CH:24][CH:25]=[CH:26][CH:27]=2)[CH:22]=[C:21]1[C:29]1C2C(=CC=C(O)C=2)N[N:30]=1.N12CCCN=C1CCCCC2, predict the reaction product. The product is: [NH:20]1[C:28]2[C:23](=[CH:24][CH:25]=[CH:26][CH:27]=2)[CH:22]=[C:21]1[C:29]1[C:9]2[C:4](=[CH:5][CH:6]=[C:7]([O:10][P:11]([CH3:19])([C:13]3[CH:18]=[CH:17][CH:16]=[CH:15][CH:14]=3)=[O:12])[CH:8]=2)[NH:1][N:30]=1. (2) The product is: [C:12]([O:11][C:9]([N:16]1[CH2:21][CH2:20][CH:19]([NH:4][C:3]2[CH:5]=[CH:6][CH:7]=[CH:8][C:2]=2[I:1])[CH2:18][CH2:17]1)=[O:10])([CH3:15])([CH3:13])[CH3:14]. Given the reactants [I:1][C:2]1[CH:8]=[CH:7][CH:6]=[CH:5][C:3]=1[NH2:4].[C:9]([N:16]1[CH2:21][CH2:20][C:19](=O)[CH2:18][CH2:17]1)([O:11][C:12]([CH3:15])([CH3:14])[CH3:13])=[O:10].C(O)(=O)C.C(O[BH-](OC(=O)C)OC(=O)C)(=O)C.[Na+], predict the reaction product.